This data is from Catalyst prediction with 721,799 reactions and 888 catalyst types from USPTO. The task is: Predict which catalyst facilitates the given reaction. (1) Reactant: [Br:1][C:2]1[CH:3]=[CH:4][C:5]([NH2:8])=[N:6][CH:7]=1.C(=O)([O-])O.[Na+].O.[O:15]1[C:19]2[CH:20]=[CH:21][CH:22]=[CH:23][C:18]=2[C:17]([C:24](=O)[CH2:25]Br)=[CH:16]1. Product: [O:15]1[C:19]2[CH:20]=[CH:21][CH:22]=[CH:23][C:18]=2[C:17]([C:24]2[N:8]=[C:5]3[CH:4]=[CH:3][C:2]([Br:1])=[CH:7][N:6]3[CH:25]=2)=[CH:16]1. The catalyst class is: 259. (2) Reactant: C(P1(=O)OP(CCC)(=O)OP(CCC)(=O)O1)CC.[Cl:19][C:20]1[CH:25]=[CH:24][C:23](/[CH:26]=[CH:27]/[C:28]([N:30]2[CH2:35][CH2:34][N:33]([CH2:36][C:37]([OH:39])=[O:38])[CH2:32][C@H:31]2[CH3:40])=[O:29])=[C:22]([CH2:41][N:42]2[N:46]=[N:45][C:44]([CH3:47])=[N:43]2)[CH:21]=1.O[NH:49][C:50](=[NH:52])[CH3:51].C(N(CC)CC)C. Product: [Cl:19][C:20]1[CH:25]=[CH:24][C:23](/[CH:26]=[CH:27]/[C:28]([N:30]2[CH2:35][CH2:34][N:33]([CH2:36][C:37]([O:39]/[N:49]=[C:50](\[NH2:52])/[CH3:51])=[O:38])[CH2:32][C@H:31]2[CH3:40])=[O:29])=[C:22]([CH2:41][N:42]2[N:46]=[N:45][C:44]([CH3:47])=[N:43]2)[CH:21]=1. The catalyst class is: 85. (3) Reactant: Cl.C(OCC)(=O)C.[CH2:8]([O:10][C:11](=[O:34])[C@H:12]([NH:26]C(OC(C)(C)C)=O)[CH2:13][CH2:14][C:15](=O)[C:16]1[CH:21]=[C:20]([F:22])[C:19]([F:23])=[C:18]([F:24])[CH:17]=1)[CH3:9]. Product: [CH2:8]([O:10][C:11]([C@H:12]1[CH2:13][CH2:14][C:15]([C:16]2[CH:21]=[C:20]([F:22])[C:19]([F:23])=[C:18]([F:24])[CH:17]=2)=[N:26]1)=[O:34])[CH3:9]. The catalyst class is: 13.